From a dataset of Full USPTO retrosynthesis dataset with 1.9M reactions from patents (1976-2016). Predict the reactants needed to synthesize the given product. (1) Given the product [F:1][C:2]1[C:3]([I:14])=[C:4]2[C:5]([C:10](=[O:16])[C:9](=[O:13])[NH:8]2)=[CH:6][CH:7]=1, predict the reactants needed to synthesize it. The reactants are: [F:1][C:2]1[C:3]([I:14])=[C:4]([NH:8][C:9](=[O:13])/[CH:10]=N\O)[CH:5]=[CH:6][CH:7]=1.S(=O)(=O)(O)[OH:16]. (2) Given the product [CH2:10]([N:1]1[CH:5]=[C:4]([CH:6]=[O:7])[N:3]=[CH:2]1)[CH2:11][CH3:12], predict the reactants needed to synthesize it. The reactants are: [NH:1]1[CH:5]=[C:4]([CH:6]=[O:7])[N:3]=[CH:2]1.[H-].[Na+].[CH3:10][CH2:11][CH2:12]Br.C1OCCOCCOCCOCCOCCOC1.[Cl-].[NH4+].